This data is from hERG potassium channel inhibition data for cardiac toxicity prediction from Karim et al.. The task is: Regression/Classification. Given a drug SMILES string, predict its toxicity properties. Task type varies by dataset: regression for continuous values (e.g., LD50, hERG inhibition percentage) or binary classification for toxic/non-toxic outcomes (e.g., AMES mutagenicity, cardiotoxicity, hepatotoxicity). Dataset: herg_karim. (1) The drug is CC(=O)Nc1cccc(N2CCN(CCCCNS(=O)(=O)CC(C)C)CC2)c1. The result is 1 (blocker). (2) The drug is CN(C)CCCNc1c2c(=O)n(C)c(=O)nc-2n(C)c2ccccc12. The result is 0 (non-blocker). (3) The result is 1 (blocker). The molecule is O=C(c1ccccc1C1CCCC1)N(CC1CCC1)[C@H]1CCNC1.